Dataset: Forward reaction prediction with 1.9M reactions from USPTO patents (1976-2016). Task: Predict the product of the given reaction. (1) Given the reactants [CH2:1]([O:3][CH:4]([O:7][CH2:8][CH3:9])[CH2:5][NH2:6])[CH3:2].[C:10]([O:14][C:15](=[O:22])[NH:16][CH2:17][CH2:18][N:19]=[C:20]=[O:21])([CH3:13])([CH3:12])[CH3:11], predict the reaction product. The product is: [C:10]([O:14][C:15](=[O:22])[NH:16][CH2:17][CH2:18][NH:19][C:20]([NH:6][CH2:5][CH:4]([O:7][CH2:8][CH3:9])[O:3][CH2:1][CH3:2])=[O:21])([CH3:13])([CH3:11])[CH3:12]. (2) Given the reactants [N:1]1[C:10]2[C:5](=[CH:6][CH:7]=[CH:8][CH:9]=2)[C:4](CO)=[CH:3][CH:2]=1.[CH:13]1[C:22]2[C:17](=[CH:18][C:19]([CH2:23]O)=[CH:20][CH:21]=2)[CH:16]=[CH:15][N:14]=1.O=S(Cl)[Cl:27].[CH2:29](Cl)[Cl:30], predict the reaction product. The product is: [ClH:27].[Cl:30][CH2:29][C:7]1[CH:6]=[C:5]2[C:10](=[CH:9][CH:8]=1)[N:1]=[CH:2][CH:3]=[CH:4]2.[ClH:27].[Cl:27][CH2:23][C:19]1[CH:18]=[C:17]2[C:22](=[CH:21][CH:20]=1)[CH:13]=[N:14][CH:15]=[CH:16]2.